From a dataset of CYP2D6 inhibition data for predicting drug metabolism from PubChem BioAssay. Regression/Classification. Given a drug SMILES string, predict its absorption, distribution, metabolism, or excretion properties. Task type varies by dataset: regression for continuous measurements (e.g., permeability, clearance, half-life) or binary classification for categorical outcomes (e.g., BBB penetration, CYP inhibition). Dataset: cyp2d6_veith. (1) The molecule is c1nc(NCCc2cnc[nH]2)c2[nH]cnc2n1. The result is 0 (non-inhibitor). (2) The molecule is O=C(Oc1ccccc1)N1CCC2(CC1)CCN(c1ccccc1)CC2. The result is 0 (non-inhibitor). (3) The drug is Cc1ccc(S(=O)(=O)N[C@H]2COC(=O)[C@@H](C)COC(=O)C/C=C\[C@H]2C)cc1. The result is 0 (non-inhibitor). (4) The molecule is COc1cc(-c2[o+]c3cc(O)cc(O)c3cc2O)cc(O)c1O.O=C(O)c1ccccc1. The result is 0 (non-inhibitor). (5) The result is 0 (non-inhibitor). The drug is CN1C(=C2C(=O)OC(C)(C)OC2=O)Sc2ccccc21. (6) The compound is O=C(c1csnn1)N1CCC2(CC1)CCN(C(c1ccccc1)c1ccccc1)CC2. The result is 1 (inhibitor). (7) The molecule is COc1ccc(-c2cn3c(C)c(C(=O)NC(C)C)sc3n2)cc1. The result is 0 (non-inhibitor). (8) The compound is CC(C)(C)C(=O)CP(=O)(O)O. The result is 0 (non-inhibitor). (9) The drug is COc1cc(/C=C(/NC(=O)c2ccccc2Cl)C(=O)O)cc(OC)c1OC. The result is 0 (non-inhibitor).